This data is from Reaction yield outcomes from USPTO patents with 853,638 reactions. The task is: Predict the reaction yield, written as a fraction of the theoretical maximum amount of product (1.0 means a 100% yield; for example, 0.34 means a 34% yield). (1) The reactants are [CH3:1][C@H:2]1[CH2:7][NH:6][C@H:5]([CH3:8])[CH2:4][N:3]1[C:9]([O:11][CH2:12][CH3:13])=[O:10].[CH2:14](Br)[CH:15]=[CH2:16].C(=O)([O-])[O-].[Na+].[Na+]. The catalyst is C(#N)C. The product is [CH2:16]([N:6]1[C@H:5]([CH3:8])[CH2:4][N:3]([C:9]([O:11][CH2:12][CH3:13])=[O:10])[C@@H:2]([CH3:1])[CH2:7]1)[CH:15]=[CH2:14]. The yield is 0.810. (2) The product is [NH2:29][C:27]([CH3:32])([CH3:28])[CH2:26][O:25][C:24]1[CH:23]=[CH:22][C:20]([NH:21][C:5](=[O:6])[C:4]2[CH:8]=[CH:9][CH:10]=[C:2]([Br:1])[CH:3]=2)=[CH:19][C:18]=1[C:13]1[N:14]([CH3:17])[N:15]=[CH:16][C:12]=1[Br:11]. The reactants are [Br:1][C:2]1[CH:3]=[C:4]([CH:8]=[CH:9][CH:10]=1)[C:5](Cl)=[O:6].[Br:11][C:12]1[CH:16]=[N:15][N:14]([CH3:17])[C:13]=1[C:18]1[CH:19]=[C:20]([CH:22]=[CH:23][C:24]=1[O:25][CH2:26][C:27]([CH3:32])([N+:29]([O-])=O)[CH3:28])[NH2:21].C(N(CC)C(C)C)(C)C. The catalyst is ClCCl. The yield is 0.910. (3) The reactants are Br[C:2]1[C:3]([O:31][CH3:32])=[C:4]([C:16]2[CH:24]=[C:23]3[C:19]([C:20]([CH2:25][NH:26][S:27]([CH3:30])(=[O:29])=[O:28])=[CH:21][CH2:22]3)=[CH:18][CH:17]=2)[CH:5]=[C:6]([N:8]2[CH:13]=[CH:12][C:11](=[O:14])[NH:10][C:9]2=[O:15])[CH:7]=1.[O:33]1[CH:37]=[CH:36][C:35](B(O)O)=[CH:34]1. No catalyst specified. The product is [O:15]=[C:9]1[NH:10][C:11](=[O:14])[CH:12]=[CH:13][N:8]1[C:6]1[CH:7]=[C:2]([C:35]2[CH:36]=[CH:37][O:33][CH:34]=2)[C:3]([O:31][CH3:32])=[C:4]([C:16]2[CH:24]=[C:23]3[C:19]([C:20]([CH2:25][NH:26][S:27]([CH3:30])(=[O:29])=[O:28])=[CH:21][CH2:22]3)=[CH:18][CH:17]=2)[CH:5]=1. The yield is 0.450. (4) The reactants are I[C:2]1[CH:7]=[CH:6][CH:5]=[CH:4][N:3]=1.[CH2:8]([C:12]1[O:16][N:15]=[C:14]([C:17]2[CH:22]=[CH:21][CH:20]=[CH:19][C:18]=2[O:23][CH3:24])[N:13]=1)[CH2:9][C:10]#[CH:11]. The catalyst is C(N(CC)CC)C.[Cu](I)I.Cl[Pd](Cl)([P](C1C=CC=CC=1)(C1C=CC=CC=1)C1C=CC=CC=1)[P](C1C=CC=CC=1)(C1C=CC=CC=1)C1C=CC=CC=1. The product is [CH3:24][O:23][C:18]1[CH:19]=[CH:20][CH:21]=[CH:22][C:17]=1[C:14]1[N:13]=[C:12]([CH2:8][CH2:9][C:10]#[C:11][C:2]2[CH:7]=[CH:6][CH:5]=[CH:4][N:3]=2)[O:16][N:15]=1. The yield is 0.130. (5) The catalyst is C(Cl)Cl.CN(C1C=CN=CC=1)C. The yield is 0.860. The reactants are [C:1]([Si:5]([CH3:15])([CH3:14])[N:6]1[C:9](=[O:10])[CH2:8][C@@H:7]1[C:11]([OH:13])=[O:12])([CH3:4])([CH3:3])[CH3:2].[CH2:16](O)[C:17]1[CH:22]=[CH:21][CH:20]=[CH:19][CH:18]=1.C(Cl)CCl.O. The product is [CH2:16]([O:12][C:11]([C@H:7]1[CH2:8][C:9](=[O:10])[N:6]1[Si:5]([C:1]([CH3:4])([CH3:3])[CH3:2])([CH3:15])[CH3:14])=[O:13])[C:17]1[CH:22]=[CH:21][CH:20]=[CH:19][CH:18]=1. (6) The reactants are [C:1]([N:8]1[CH2:13][CH2:12][NH:11][C@H:10]([CH3:14])[CH2:9]1)([O:3][C:4]([CH3:7])([CH3:6])[CH3:5])=[O:2].Cl[C:16]1[C:17]2[CH:24]=[C:23]([CH2:25][CH3:26])[S:22][C:18]=2[N:19]=[CH:20][N:21]=1. No catalyst specified. The product is [CH2:25]([C:23]1[S:22][C:18]2[N:19]=[CH:20][N:21]=[C:16]([N:11]3[CH2:12][CH2:13][N:8]([C:1]([O:3][C:4]([CH3:7])([CH3:6])[CH3:5])=[O:2])[CH2:9][C@H:10]3[CH3:14])[C:17]=2[CH:24]=1)[CH3:26]. The yield is 0.920. (7) The reactants are Cl[CH2:2][CH:3]1[CH:5]([C:6]([O:8]CC)=O)[C:4]1([CH3:20])[C:11]1[CH:16]=[CH:15][CH:14]=[C:13]([N+:17]([O-:19])=[O:18])[CH:12]=1.[CH2:21]([NH2:28])[C:22]1[CH:27]=[CH:26][CH:25]=[CH:24][CH:23]=1.Cl. No catalyst specified. The product is [CH2:21]([N:28]1[CH2:2][CH:3]2[CH:5]([C:4]2([CH3:20])[C:11]2[CH:16]=[CH:15][CH:14]=[C:13]([N+:17]([O-:19])=[O:18])[CH:12]=2)[C:6]1=[O:8])[C:22]1[CH:27]=[CH:26][CH:25]=[CH:24][CH:23]=1. The yield is 0.550. (8) The reactants are [OH:1][CH:2]([C:5]1[CH:6]=[C:7]([C:17]([NH:19][CH2:20][C:21]2[C:22](=[O:29])[NH:23][C:24]([CH3:28])=[CH:25][C:26]=2[CH3:27])=[O:18])[C:8]2[CH:13]=[N:12][N:11]([CH:14]([CH3:16])[CH3:15])[C:9]=2[N:10]=1)CO. The catalyst is C1COCC1.O. The product is [CH3:27][C:26]1[CH:25]=[C:24]([CH3:28])[NH:23][C:22](=[O:29])[C:21]=1[CH2:20][NH:19][C:17]([C:7]1[C:8]2[CH:13]=[N:12][N:11]([CH:14]([CH3:16])[CH3:15])[C:9]=2[N:10]=[C:5]([CH:2]=[O:1])[CH:6]=1)=[O:18]. The yield is 0.848.